Regression. Given a peptide amino acid sequence and an MHC pseudo amino acid sequence, predict their binding affinity value. This is MHC class II binding data. From a dataset of Peptide-MHC class II binding affinity with 134,281 pairs from IEDB. (1) The peptide sequence is TAVYYCARGITMIPH. The MHC is DRB3_0202 with pseudo-sequence DRB3_0202. The binding affinity (normalized) is 0.474. (2) The peptide sequence is KGILGFVFTLTVPSERGLQR. The MHC is DRB1_0405 with pseudo-sequence DRB1_0405. The binding affinity (normalized) is 0.330. (3) The peptide sequence is RPGGAGRDGGQLRIP. The MHC is HLA-DPA10201-DPB10101 with pseudo-sequence HLA-DPA10201-DPB10101. The binding affinity (normalized) is 0. (4) The peptide sequence is IDRRMLDECLHLLRT. The MHC is DRB1_0101 with pseudo-sequence DRB1_0101. The binding affinity (normalized) is 0.0716.